This data is from Full USPTO retrosynthesis dataset with 1.9M reactions from patents (1976-2016). The task is: Predict the reactants needed to synthesize the given product. (1) Given the product [CH2:1]([S:8]([C:9]1[N:14]2[N:15]=[CH:16][C:17]([CH:18]=[C:19]3[NH:23][C:22](=[O:24])[NH:21][C:20]3=[O:25])=[C:13]2[N:12]=[C:11]([NH:26][C:27]2[CH:32]=[CH:31][CH:30]=[C:29]([Cl:33])[CH:28]=2)[CH:10]=1)=[O:42])[C:2]1[CH:7]=[CH:6][CH:5]=[CH:4][CH:3]=1, predict the reactants needed to synthesize it. The reactants are: [CH2:1]([S:8][C:9]1[N:14]2[N:15]=[CH:16][C:17]([CH:18]=[C:19]3[NH:23][C:22](=[O:24])[NH:21][C:20]3=[O:25])=[C:13]2[N:12]=[C:11]([NH:26][C:27]2[CH:32]=[CH:31][CH:30]=[C:29]([Cl:33])[CH:28]=2)[CH:10]=1)[C:2]1[CH:7]=[CH:6][CH:5]=[CH:4][CH:3]=1.ClC1C=CC=C(C(OO)=[O:42])C=1. (2) Given the product [C:32]([N:42]1[CH2:46][C@H:45]([S:65][C:30](=[O:29])[C:14]2[CH:15]=[CH:16][CH:17]=[CH:18][CH:19]=2)[C@H:44]([NH:48][S:49]([C:52]2[CH:53]=[CH:54][C:55]([O:58][C:59]3[CH:64]=[CH:63][CH:62]=[CH:61][CH:60]=3)=[CH:56][CH:57]=2)(=[O:51])=[O:50])[CH2:43]1)([O:34][CH2:35][C:36]1[CH:37]=[CH:38][CH:39]=[CH:40][CH:41]=1)=[O:33], predict the reactants needed to synthesize it. The reactants are: [CH:14]1[CH:19]=[CH:18][C:17](P([C:14]2[CH:19]=[CH:18][CH:17]=[CH:16][CH:15]=2)[C:14]2[CH:19]=[CH:18][CH:17]=[CH:16][CH:15]=2)=[CH:16][CH:15]=1.CCOC(/N=N/C([O:29][CH2:30]C)=O)=O.[C:32]([N:42]1[CH2:46][C@@H:45](O)[C@H:44]([NH:48][S:49]([C:52]2[CH:57]=[CH:56][C:55]([O:58][C:59]3[CH:64]=[CH:63][CH:62]=[CH:61][CH:60]=3)=[CH:54][CH:53]=2)(=[O:51])=[O:50])[CH2:43]1)([O:34][CH2:35][C:36]1[CH:41]=[CH:40][CH:39]=[CH:38][CH:37]=1)=[O:33].[S:65]1C=CC=C1C1C(C(O)=O)=CC=CC=1. (3) Given the product [CH3:23][C:19]1[N:18]=[C:17]([C:16]2[C:12]([C:6]3[C:5]4[C:10](=[CH:11][C:2]([CH:27]=[CH2:28])=[CH:3][CH:4]=4)[N:9]=[CH:8][CH:7]=3)=[C:13]3[CH2:26][CH2:25][CH2:24][N:14]3[N:15]=2)[CH:22]=[CH:21][CH:20]=1, predict the reactants needed to synthesize it. The reactants are: Br[C:2]1[CH:11]=[C:10]2[C:5]([C:6]([C:12]3[C:16]([C:17]4[CH:22]=[CH:21][CH:20]=[C:19]([CH3:23])[N:18]=4)=[N:15][N:14]4[CH2:24][CH2:25][CH2:26][C:13]=34)=[CH:7][CH:8]=[N:9]2)=[CH:4][CH:3]=1.[CH2:27](C([Sn])=C(CCCC)CCCC)[CH2:28]CC. (4) Given the product [ClH:8].[Cl:8][C:9]1[CH:18]=[C:17]([Cl:19])[C:16]([OH:20])=[C:15]2[C:10]=1[CH:11]=[CH:12][C:13]([CH2:21][N:3]([CH3:4])[CH3:1])=[N:14]2, predict the reactants needed to synthesize it. The reactants are: [CH2:1]([N:3](CC)[CH2:4]C)C.[Cl:8][C:9]1[CH:18]=[C:17]([Cl:19])[C:16]([OH:20])=[C:15]2[C:10]=1[CH:11]=[CH:12][C:13]([CH:21]=O)=[N:14]2.Cl.CNC.C(O[BH-](OC(=O)C)OC(=O)C)(=O)C.[Na+]. (5) Given the product [NH:27]1[CH2:28][CH2:29][CH:24]([C:22]([C:21]2[CH:20]=[CH:19][C:18]([C:15]3[CH:16]=[CH:17][C:12]4[N:13]([C:9]([C:6]5[CH:5]=[CH:4][C:3]([C:1]#[N:2])=[CH:8][CH:7]=5)=[CH:10][N:11]=4)[CH:14]=3)=[CH:38][CH:37]=2)=[O:23])[CH2:25][CH2:26]1, predict the reactants needed to synthesize it. The reactants are: [C:1]([C:3]1[CH:8]=[CH:7][C:6]([C:9]2[N:13]3[CH:14]=[C:15]([C:18]4[CH:38]=[CH:37][C:21]([C:22]([CH:24]5[CH2:29][CH2:28][N:27](C(OC(C)(C)C)=O)[CH2:26][CH2:25]5)=[O:23])=[CH:20][CH:19]=4)[CH:16]=[CH:17][C:12]3=[N:11][CH:10]=2)=[CH:5][CH:4]=1)#[N:2].Cl. (6) Given the product [OH:9][C:10]1[CH:11]=[C:12]([CH:22]=[CH:23][C:24]=1[N:25]1[CH2:29][C:28](=[O:30])[NH:27][S:26]1(=[O:32])=[O:31])[CH2:13][CH:14]1[NH:20][C:19](=[O:21])[CH2:18][CH2:17][CH2:16][CH2:15]1, predict the reactants needed to synthesize it. The reactants are: [K].C([O:9][C:10]1[CH:11]=[C:12]([CH:22]=[CH:23][C:24]=1[N:25]1[CH2:29][C:28](=[O:30])[NH:27][S:26]1(=[O:32])=[O:31])[CH2:13][CH:14]1[NH:20][C:19](=[O:21])[CH2:18][CH2:17][CH2:16][CH2:15]1)C1C=CC=CC=1.